This data is from Forward reaction prediction with 1.9M reactions from USPTO patents (1976-2016). The task is: Predict the product of the given reaction. Given the reactants C(O)(C(F)(F)F)=O.[OH:8][CH2:9][CH2:10][C:11]1[CH:16]=[CH:15][C:14]([O:17][C:18](=[O:27])[N:19]([CH3:26])[C:20]2[CH:25]=[CH:24][CH:23]=[CH:22][CH:21]=2)=[CH:13][CH:12]=1.Cl.O[N:30]1[CH:34]=[CH:33][N:32]=[CH:31]1, predict the reaction product. The product is: [N:30]1([O:8][CH2:9][CH2:10][C:11]2[CH:12]=[CH:13][C:14]([O:17][C:18](=[O:27])[N:19]([CH3:26])[C:20]3[CH:21]=[CH:22][CH:23]=[CH:24][CH:25]=3)=[CH:15][CH:16]=2)[CH:34]=[CH:33][N:32]=[CH:31]1.